This data is from Forward reaction prediction with 1.9M reactions from USPTO patents (1976-2016). The task is: Predict the product of the given reaction. (1) Given the reactants N.CO.C[N:5]1[CH:10]=[C:9]([N+:11]([O-:13])=[O:12])[CH:8]=[C:7]([N+]([O-])=O)[C:6]1=O.[C:18]([O:22][C:23]([N:25]1[CH2:30]CC(=O)[CH2:27][CH2:26]1)=[O:24])([CH3:21])([CH3:20])[CH3:19], predict the reaction product. The product is: [C:18]([O:22][C:23]([N:25]1[CH2:26][CH2:27][C:6]2[N:5]=[CH:10][C:9]([N+:11]([O-:13])=[O:12])=[CH:8][C:7]=2[CH2:30]1)=[O:24])([CH3:21])([CH3:20])[CH3:19]. (2) Given the reactants [CH:1]1([CH2:6][C@H:7]([CH2:35][N:36]([CH:45]=[O:46])[O:37]CC2C=CC=CC=2)[C:8]([N:10]2[C@H:14]([C:15]([NH:17][C:18]3[CH:23]=[CH:22][C:21]([CH3:24])=[CH:20][N:19]=3)=[O:16])[CH2:13][CH2:12][N:11]2C(OCC2C=CC=CC=2)=O)=[O:9])[CH2:5][CH2:4][CH2:3][CH2:2]1, predict the reaction product. The product is: [CH:1]1([CH2:6][C@H:7]([CH2:35][N:36]([CH:45]=[O:46])[OH:37])[C:8]([N:10]2[C@H:14]([C:15]([NH:17][C:18]3[CH:23]=[CH:22][C:21]([CH3:24])=[CH:20][N:19]=3)=[O:16])[CH2:13][CH2:12][NH:11]2)=[O:9])[CH2:2][CH2:3][CH2:4][CH2:5]1. (3) Given the reactants [CH3:1][O:2][C:3]1[CH:24]=[CH:23][C:6]([C:7]([C:9]2[CH:10]=[CH:11][C:12]([NH:15][C:16](=[O:22])[O:17][C:18]([CH3:21])([CH3:20])[CH3:19])=[N:13][CH:14]=2)=O)=[CH:5][CH:4]=1.Cl.[CH3:26][O:27][NH2:28].CC([O-])=O.[Na+].O.[OH-].[Na+], predict the reaction product. The product is: [CH3:26][O:27][N:28]=[C:7]([C:6]1[CH:23]=[CH:24][C:3]([O:2][CH3:1])=[CH:4][CH:5]=1)[C:9]1[CH:10]=[CH:11][C:12]([NH:15][C:16](=[O:22])[O:17][C:18]([CH3:21])([CH3:20])[CH3:19])=[N:13][CH:14]=1. (4) The product is: [Cl:18][C:19]1[C:24]([O:25][CH3:26])=[CH:23][C:22]([O:27][CH3:28])=[C:21]([Cl:29])[C:20]=1[C:30]1[C:41](=[O:42])[N:40]([CH2:2][CH2:3][O:4][CH:5]2[CH2:10][CH2:9][CH2:8][N:7]([C:11]([O:13][C:14]([CH3:17])([CH3:16])[CH3:15])=[O:12])[CH2:6]2)[C:33]2[N:34]=[C:35]([S:38][CH3:39])[N:36]=[CH:37][C:32]=2[CH:31]=1. Given the reactants I[CH2:2][CH2:3][O:4][CH:5]1[CH2:10][CH2:9][CH2:8][N:7]([C:11]([O:13][C:14]([CH3:17])([CH3:16])[CH3:15])=[O:12])[CH2:6]1.[Cl:18][C:19]1[C:24]([O:25][CH3:26])=[CH:23][C:22]([O:27][CH3:28])=[C:21]([Cl:29])[C:20]=1[C:30]1[C:41](=[O:42])[NH:40][C:33]2[N:34]=[C:35]([S:38][CH3:39])[N:36]=[CH:37][C:32]=2[CH:31]=1.C([O-])([O-])=O.[K+].[K+], predict the reaction product. (5) Given the reactants [CH2:1]([O:3][C:4](=[O:33])[C@@H:5]([O:31][CH3:32])[CH2:6][C:7]1[CH:12]=[CH:11][C:10]([C:13]#[C:14][CH2:15][CH2:16][O:17][C:18]2[CH:23]=[CH:22][C:21]([O:24][C:25]3[CH:30]=[CH:29][CH:28]=[CH:27][CH:26]=3)=[CH:20][CH:19]=2)=[CH:9][CH:8]=1)[CH3:2].C[OH:35], predict the reaction product. The product is: [CH2:1]([O:3][C:4](=[O:33])[CH:5]([O:31][CH3:32])[CH2:6][C:7]1[CH:8]=[CH:9][C:10]([C:13](=[O:35])[CH2:14][CH2:15][CH2:16][O:17][C:18]2[CH:19]=[CH:20][C:21]([O:24][C:25]3[CH:30]=[CH:29][CH:28]=[CH:27][CH:26]=3)=[CH:22][CH:23]=2)=[CH:11][CH:12]=1)[CH3:2].